From a dataset of Full USPTO retrosynthesis dataset with 1.9M reactions from patents (1976-2016). Predict the reactants needed to synthesize the given product. (1) Given the product [CH2:37]([O:39][C:40](=[O:77])[CH2:41][O:42][C:43]1[CH:48]=[CH:47][C:46]([S:49][C:50]2[CH:55]=[C:54]([C:56]#[C:57][C:58]3[CH:59]=[CH:60][CH:61]=[CH:62][CH:63]=3)[CH:53]=[C:52]([O:66][CH2:67][CH:68]3[CH2:72][CH2:71][CH2:70][CH2:69]3)[CH:51]=2)=[CH:45][C:44]=1[CH3:76])[CH3:38], predict the reactants needed to synthesize it. The reactants are: C(OC(=O)COC1C=CC(SC2C=C(OC3CCCC3)C=C(Br)C=2)=CC=1C)C.C1(C#C)C=CC=CC=1.[CH2:37]([O:39][C:40](=[O:77])[CH2:41][O:42][C:43]1[CH:48]=[CH:47][C:46]([S:49][C:50]2[CH:55]=[C:54]([C:56]#[C:57][C:58]3[CH:63]=[CH:62][C:61](CO)=[CH:60][CH:59]=3)[CH:53]=[C:52]([O:66][CH2:67][CH2:68][C:69]3C=C[C:72](Cl)=[CH:71][CH:70]=3)[CH:51]=2)=[CH:45][C:44]=1[CH3:76])[CH3:38]. (2) Given the product [F:1][C:2]1[C:3]([CH2:9][N:10]2[C:11]3=[N:16][C:15]([NH:17][C:18]4[CH:22]=[C:21]([CH3:23])[NH:20][N:19]=4)=[C:14]([F:24])[CH:13]=[C:12]3[N:25]=[C:33]2[CH3:34])=[N:4][CH:5]=[C:6]([F:8])[CH:7]=1, predict the reactants needed to synthesize it. The reactants are: [F:1][C:2]1[C:3]([CH2:9][NH:10][C:11]2[N:16]=[C:15]([NH:17][C:18]3[CH:22]=[C:21]([CH3:23])[NH:20][N:19]=3)[C:14]([F:24])=[CH:13][C:12]=2[N+:25]([O-])=O)=[N:4][CH:5]=[C:6]([F:8])[CH:7]=1.O.O.Cl[Sn]Cl.[CH2:33](C(CC)(CC)C([O-])([O-])[O-])[CH3:34]. (3) Given the product [S:1]1[CH:5]=[CH:4][C:3]([S:6]([C:11]2[CH:19]=[CH:18][C:17]3[N:16]([CH3:20])[C:15]4[CH2:21][CH:22]5[NH:26][CH:25]([C:14]=4[C:13]=3[C:12]=2[C:27]([O:29][C:30]([CH3:33])([CH3:32])[CH3:31])=[O:28])[CH2:24][CH2:23]5)(=[O:8])=[O:7])=[CH:2]1, predict the reactants needed to synthesize it. The reactants are: [S:1]1[CH:5]=[CH:4][C:3]([S:6]([O-:8])=[O:7])=[CH:2]1.[Na+].Br[C:11]1[CH:19]=[CH:18][C:17]2[N:16]([CH3:20])[C:15]3[CH2:21][CH:22]4[NH:26][CH:25]([C:14]=3[C:13]=2[C:12]=1[C:27]([O:29][C:30]([CH3:33])([CH3:32])[CH3:31])=[O:28])[CH2:24][CH2:23]4. (4) Given the product [C:1]([C:3]1[C:8]2[C:9]([C:12]3[CH:17]=[CH:16][C:15]([O:18][CH3:19])=[CH:14][CH:13]=3)=[N:10][O:11][C:7]=2[C:6]([OH:20])=[C:5]([C:21]([NH:26][CH2:27][C:28]([OH:30])=[O:29])=[O:22])[N:4]=1)#[N:2], predict the reactants needed to synthesize it. The reactants are: [C:1]([C:3]1[C:8]2[C:9]([C:12]3[CH:17]=[CH:16][C:15]([O:18][CH3:19])=[CH:14][CH:13]=3)=[N:10][O:11][C:7]=2[C:6]([OH:20])=[C:5]([C:21](OCC)=[O:22])[N:4]=1)#[N:2].[NH2:26][CH2:27][C:28]([OH:30])=[O:29].C[O-].[Na+].Cl.